This data is from Catalyst prediction with 721,799 reactions and 888 catalyst types from USPTO. The task is: Predict which catalyst facilitates the given reaction. (1) Reactant: C[N:2](C(ON1N=NC2C=CC=NC1=2)=[N+](C)C)C.F[P-](F)(F)(F)(F)F.[CH:25]([O:28][C:29]1[C:34]([NH:35][C:36]2[C:37]3[C:44]([CH3:45])=[C:43]([C:46]([OH:48])=O)[S:42][C:38]=3[N:39]=[CH:40][N:41]=2)=[CH:33][CH:32]=[CH:31][N:30]=1)([CH3:27])[CH3:26].CCN(C(C)C)C(C)C.N.CO. Product: [CH:25]([O:28][C:29]1[C:34]([NH:35][C:36]2[C:37]3[C:44]([CH3:45])=[C:43]([C:46]([NH2:2])=[O:48])[S:42][C:38]=3[N:39]=[CH:40][N:41]=2)=[CH:33][CH:32]=[CH:31][N:30]=1)([CH3:26])[CH3:27]. The catalyst class is: 31. (2) Reactant: C(N(CC)CC)C.[F:8][C:9]1[CH:17]=[C:16]([F:18])[C:15]([F:19])=[CH:14][C:10]=1[C:11](Cl)=[O:12].[CH3:20][N:21]([CH3:29])[CH:22]=[CH:23][C:24]([O:26][CH2:27][CH3:28])=[O:25]. Product: [CH2:27]([O:26][C:24](=[O:25])[C:23](=[CH:22][N:21]([CH3:29])[CH3:20])[C:11](=[O:12])[C:10]1[CH:14]=[C:15]([F:19])[C:16]([F:18])=[CH:17][C:9]=1[F:8])[CH3:28]. The catalyst class is: 12. (3) Reactant: [OH:1][C:2]1[C:3]([C:10]2[CH:11]=[N:12][CH:13]=[CH:14][CH:15]=2)=[N:4][CH:5]=[CH:6][C:7]=1[CH:8]=O.[F:16][C:17]1[CH:22]=[CH:21][C:20]([NH2:23])=[CH:19][C:18]=1[Cl:24]. Product: [Cl:24][C:18]1[CH:19]=[C:20]([N:23]=[CH:8][C:7]2[CH:6]=[CH:5][N:4]=[C:3]([C:10]3[CH:11]=[N:12][CH:13]=[CH:14][CH:15]=3)[C:2]=2[OH:1])[CH:21]=[CH:22][C:17]=1[F:16]. The catalyst class is: 23. (4) Reactant: C(N(CC)CC)C.[Cl:8][C:9]1[CH:14]=[CH:13][C:12]([C:15]2[CH:16]=[CH:17][C:18]([C:21]#[CH:22])=[N:19][CH:20]=2)=[CH:11][CH:10]=1.Cl[C:24]1[N:25]=[N:26][C:27]([O:30][CH2:31][CH2:32][N:33]2[CH2:37][CH2:36][CH2:35][CH2:34]2)=[CH:28][CH:29]=1. Product: [Cl:8][C:9]1[CH:10]=[CH:11][C:12]([C:15]2[CH:16]=[CH:17][C:18]([C:21]#[C:22][C:24]3[N:25]=[N:26][C:27]([O:30][CH2:31][CH2:32][N:33]4[CH2:34][CH2:35][CH2:36][CH2:37]4)=[CH:28][CH:29]=3)=[N:19][CH:20]=2)=[CH:13][CH:14]=1. The catalyst class is: 18. (5) Reactant: [NH2:1][C@H:2]1[CH2:6][CH2:5][N:4]([C@H:7]2[CH2:12][CH2:11][CH:10]([N:13]([CH:15]([CH3:17])[CH3:16])[CH3:14])[CH2:9][C@H:8]2[CH:18]([CH3:20])[CH3:19])[C:3]1=[O:21].C(N(CC)CC)C.Cl[C:30]1[C:39]2[C:34](=[CH:35][CH:36]=[C:37]([C:40]([F:43])([F:42])[F:41])[CH:38]=2)[N:33]=[CH:32][N:31]=1. Product: [CH:18]([C@@H:8]1[CH2:9][C@H:10]([N:13]([CH:15]([CH3:16])[CH3:17])[CH3:14])[CH2:11][CH2:12][C@@H:7]1[N:4]1[CH2:5][CH2:6][C@H:2]([NH:1][C:30]2[C:39]3[C:34](=[CH:35][CH:36]=[C:37]([C:40]([F:42])([F:43])[F:41])[CH:38]=3)[N:33]=[CH:32][N:31]=2)[C:3]1=[O:21])([CH3:20])[CH3:19].[CH:18]([C@@H:8]1[CH2:9][C@@H:10]([N:13]([CH:15]([CH3:16])[CH3:17])[CH3:14])[CH2:11][CH2:12][C@@H:7]1[N:4]1[CH2:5][CH2:6][C@H:2]([NH:1][C:30]2[C:39]3[C:34](=[CH:35][CH:36]=[C:37]([C:40]([F:42])([F:43])[F:41])[CH:38]=3)[N:33]=[CH:32][N:31]=2)[C:3]1=[O:21])([CH3:20])[CH3:19]. The catalyst class is: 14.